From a dataset of Full USPTO retrosynthesis dataset with 1.9M reactions from patents (1976-2016). Predict the reactants needed to synthesize the given product. Given the product [F:1][C:2]([F:22])([F:21])[C:3]1[CH:4]=[CH:5][C:6]([C:9]2[CH:10]=[CH:11][C:12]3[N:13]([C:15]([C:18]4[O:19][N:36]=[C:25]([C:26]5[CH:27]=[CH:28][C:29]([S:32]([NH2:33])(=[O:34])=[O:35])=[CH:30][CH:31]=5)[N:24]=4)=[CH:16][N:17]=3)[CH:14]=2)=[CH:7][CH:8]=1, predict the reactants needed to synthesize it. The reactants are: [F:1][C:2]([F:22])([F:21])[C:3]1[CH:8]=[CH:7][C:6]([C:9]2[CH:10]=[CH:11][C:12]3[N:13]([C:15]([C:18](O)=[O:19])=[CH:16][N:17]=3)[CH:14]=2)=[CH:5][CH:4]=1.O[NH:24][C:25](=[NH:36])[C:26]1[CH:31]=[CH:30][C:29]([S:32](=[O:35])(=[O:34])[NH2:33])=[CH:28][CH:27]=1.